This data is from CYP2D6 inhibition data for predicting drug metabolism from PubChem BioAssay. The task is: Regression/Classification. Given a drug SMILES string, predict its absorption, distribution, metabolism, or excretion properties. Task type varies by dataset: regression for continuous measurements (e.g., permeability, clearance, half-life) or binary classification for categorical outcomes (e.g., BBB penetration, CYP inhibition). Dataset: cyp2d6_veith. (1) The compound is N#CCCn1c(=O)c(-c2ccc(Cl)cc2)nc2cnc(OCc3ccccc3)nc21. The result is 0 (non-inhibitor). (2) The compound is O=C(O)Cc1ccc(NC(=O)C2CCCCC2C(=O)O)cc1. The result is 0 (non-inhibitor). (3) The compound is CO[C@H]1COC(=O)[C@H](C)NC(=O)C/C=C\[C@@H](C)[C@@H](NS(=O)(=O)c2ccc(C)cc2)COC(=O)C/C=C\[C@@H]1C. The result is 0 (non-inhibitor).